Dataset: Forward reaction prediction with 1.9M reactions from USPTO patents (1976-2016). Task: Predict the product of the given reaction. (1) Given the reactants [NH2:1][C:2]1[C:6]2[N:7]=[C:8]([C:10](=[O:21])[NH:11][C:12]([CH3:20])([C:14]3[CH:19]=[CH:18][CH:17]=[CH:16][CH:15]=3)[CH3:13])[S:9][C:5]=2[N:4]([C:22]([O:24][C:25]([CH3:28])([CH3:27])[CH3:26])=[O:23])[N:3]=1.Cl.Cl.[CH3:31][N:32]1[CH2:37][CH2:36][N:35]([C:38]2[CH:46]=[CH:45][C:41]([C:42](Cl)=[O:43])=[CH:40][CH:39]=2)[CH2:34][CH2:33]1.[Cl-].[Na+], predict the reaction product. The product is: [CH3:13][C:12]([NH:11][C:10]([C:8]1[S:9][C:5]2[N:4]([C:22]([O:24][C:25]([CH3:28])([CH3:27])[CH3:26])=[O:23])[N:3]=[C:2]([NH:1][C:42](=[O:43])[C:41]3[CH:40]=[CH:39][C:38]([N:35]4[CH2:34][CH2:33][N:32]([CH3:31])[CH2:37][CH2:36]4)=[CH:46][CH:45]=3)[C:6]=2[N:7]=1)=[O:21])([C:14]1[CH:19]=[CH:18][CH:17]=[CH:16][CH:15]=1)[CH3:20]. (2) Given the reactants Br[C:2]1[CH:3]=[CH:4][CH:5]=[C:6]2[C:10]=1[C:9](=[O:11])[CH:8]([CH3:12])[CH2:7]2.C[Sn](C)(C)[C:15]1[CH:20]=[CH:19][CH:18]=[CH:17][N:16]=1.O, predict the reaction product. The product is: [CH3:12][CH:8]1[CH2:7][C:6]2[C:10](=[C:2]([C:15]3[CH:20]=[CH:19][CH:18]=[CH:17][N:16]=3)[CH:3]=[CH:4][CH:5]=2)[C:9]1=[O:11]. (3) The product is: [OH:14][CH2:13][CH2:12][CH2:11][S:10][C:2]1[CH:9]=[CH:8][C:5]([C:6]#[N:7])=[CH:4][CH:3]=1. Given the reactants F[C:2]1[CH:9]=[CH:8][C:5]([C:6]#[N:7])=[CH:4][CH:3]=1.[SH:10][CH2:11][CH2:12][CH2:13][OH:14], predict the reaction product. (4) Given the reactants [S:1]1[C:5]2[CH:6]=[CH:7][CH:8]=[CH:9][C:4]=2[N:3]=[C:2]1[C:10]1[C:11]([NH:20][C@H:21]2[C@@H:25]3[O:26][C:27]([CH3:30])([CH3:29])[O:28][C@@H:24]3[C@@H:23]([CH2:31][OH:32])[CH2:22]2)=[N:12][C:13](S(C)(=O)=O)=[N:14][CH:15]=1.[OH-].[NH4+:34].O, predict the reaction product. The product is: [NH2:34][C:13]1[N:12]=[C:11]([NH:20][C@H:21]2[C@@H:25]3[O:26][C:27]([CH3:29])([CH3:30])[O:28][C@@H:24]3[C@@H:23]([CH2:31][OH:32])[CH2:22]2)[C:10]([C:2]2[S:1][C:5]3[CH:6]=[CH:7][CH:8]=[CH:9][C:4]=3[N:3]=2)=[CH:15][N:14]=1. (5) Given the reactants [Cl:1][C:2]1[CH:21]=[CH:20][C:5]2[N:6]([C:15](=O)[CH2:16][C:17]#[N:18])[C:7]3[CH:14]=[CH:13][CH:12]=[CH:11][C:8]=3[CH2:9][CH2:10][C:4]=2[CH:3]=1.B.C1COCC1.Cl.[OH-].[Na+], predict the reaction product. The product is: [ClH:1].[Cl:1][C:2]1[CH:21]=[CH:20][C:5]2[N:6]([CH2:15][CH2:16][CH2:17][NH2:18])[C:7]3[CH:14]=[CH:13][CH:12]=[CH:11][C:8]=3[CH2:9][CH2:10][C:4]=2[CH:3]=1. (6) Given the reactants [NH2:1][CH2:2][CH2:3][CH2:4][CH2:5][C:6]1[CH:11]=[CH:10][C:9]([CH2:12][CH2:13][CH2:14][CH:15]([NH:17][CH2:18][C@@H:19]([C:21]2[CH:22]=[CH:23][C:24]([OH:30])=[C:25]([NH:27][CH:28]=[O:29])[CH:26]=2)[OH:20])[CH3:16])=[CH:8][CH:7]=1.CCN(C(C)C)C(C)C.I.[NH2:41][C:42]1[C:43]([C:50]([NH:52][C:53](=[NH:56])SC)=[O:51])=[N:44][C:45]([Cl:49])=[C:46]([NH2:48])[N:47]=1, predict the reaction product. The product is: [NH2:41][C:42]1[C:43]([C:50]([N:52]=[C:53]([NH2:56])[NH:1][CH2:2][CH2:3][CH2:4][CH2:5][C:6]2[CH:7]=[CH:8][C:9]([CH2:12][CH2:13][CH2:14][CH:15]([NH:17][CH2:18][C@@H:19]([C:21]3[CH:22]=[CH:23][C:24]([OH:30])=[C:25]([NH:27][CH:28]=[O:29])[CH:26]=3)[OH:20])[CH3:16])=[CH:10][CH:11]=2)=[O:51])=[N:44][C:45]([Cl:49])=[C:46]([NH2:48])[N:47]=1. (7) Given the reactants I[C:2]1[CH:7]=[CH:6][C:5]([N:8]([CH2:21][C:22]2[CH:27]=[CH:26][CH:25]=[C:24]([O:28][CH:29]3[CH2:34][CH2:33][CH2:32][CH2:31][O:30]3)[CH:23]=2)[S:9]([C:12]2[C:17]([CH3:18])=[CH:16][C:15]([CH3:19])=[CH:14][C:13]=2[CH3:20])(=[O:11])=[O:10])=[CH:4][CH:3]=1.C[O:36][C:37](=[O:40])[CH:38]=[CH2:39].C(N(CC)CC)C.O, predict the reaction product. The product is: [O:30]1[CH2:31][CH2:32][CH2:33][CH2:34][CH:29]1[O:28][C:24]1[CH:23]=[C:22]([CH:27]=[CH:26][CH:25]=1)[CH2:21][N:8]([S:9]([C:12]1[C:17]([CH3:18])=[CH:16][C:15]([CH3:19])=[CH:14][C:13]=1[CH3:20])(=[O:11])=[O:10])[C:5]1[CH:4]=[CH:3][C:2]([CH:39]=[CH:38][C:37]([OH:40])=[O:36])=[CH:7][CH:6]=1. (8) Given the reactants O=P(Cl)(Cl)Cl.CN([CH:9]=[O:10])C.[Cl:11][C:12]1[CH:13]=[C:14]([C:18]([O:20][CH2:21][CH3:22])=[O:19])[NH:15][C:16]=1[CH3:17].C([O-])(=O)C.[Na+], predict the reaction product. The product is: [Cl:11][C:12]1[C:13]([CH:9]=[O:10])=[C:14]([C:18]([O:20][CH2:21][CH3:22])=[O:19])[NH:15][C:16]=1[CH3:17].